Binary Classification. Given a drug SMILES string, predict its activity (active/inactive) in a high-throughput screening assay against a specified biological target. From a dataset of Tyrosyl-DNA phosphodiesterase HTS with 341,365 compounds. The compound is S(=O)(=O)(N1CCN(CC1)c1c(OC)cccc1)c1c(nn(c1)C)C. The result is 0 (inactive).